This data is from Forward reaction prediction with 1.9M reactions from USPTO patents (1976-2016). The task is: Predict the product of the given reaction. (1) Given the reactants [CH2:1]([O:8][C:9]1[CH:10]=[C:11]([S:15][C:16]2[CH:21]=[CH:20][C:19]([C:22]3[S:26][C:25]([C@@:27]4([CH3:41])[CH2:31][O:30][C:29]([CH3:33])([CH3:32])[N:28]4[C:34]([O:36][C:37]([CH3:40])([CH3:39])[CH3:38])=[O:35])=[N:24][N:23]=3)=[CH:18][C:17]=2C(F)(F)F)[CH:12]=[CH:13][CH:14]=1)[C:2]1[CH:7]=[CH:6][CH:5]=[CH:4][CH:3]=1.C(OC1C=C(SC2C=CC(C(NNC([C@@]3(C)COC(C)(C)N3C(OC(C)(C)C)=O)=O)=O)=C([Cl:88])C=2)C=CC=1)C1C=CC=CC=1, predict the reaction product. The product is: [CH2:1]([O:8][C:9]1[CH:10]=[C:11]([S:15][C:16]2[CH:21]=[CH:20][C:19]([C:22]3[S:26][C:25]([C@@:27]4([CH3:41])[CH2:31][O:30][C:29]([CH3:33])([CH3:32])[N:28]4[C:34]([O:36][C:37]([CH3:40])([CH3:39])[CH3:38])=[O:35])=[N:24][N:23]=3)=[C:18]([Cl:88])[CH:17]=2)[CH:12]=[CH:13][CH:14]=1)[C:2]1[CH:7]=[CH:6][CH:5]=[CH:4][CH:3]=1. (2) Given the reactants [C:1]([CH:3]([C:9]1[CH:10]=[CH:11][C:12]2[N:13]([C:15]([CH:18]([CH3:20])[CH3:19])=[N:16][N:17]=2)[N:14]=1)C(OCC)=O)#[N:2].Cl, predict the reaction product. The product is: [CH:18]([C:15]1[N:13]2[N:14]=[C:9]([CH2:3][C:1]#[N:2])[CH:10]=[CH:11][C:12]2=[N:17][N:16]=1)([CH3:20])[CH3:19]. (3) Given the reactants [CH3:1][O:2][C:3]1[CH:4]=[CH:5][C:6]2[O:11][CH2:10][CH:9]([C:12]3[CH:17]=[CH:16][CH:15]=[CH:14][CH:13]=3)[N:8]([CH2:18][C:19]#[N:20])[C:7]=2[CH:21]=1.[C:22]([O-])(=[O:24])[CH3:23].[Na+], predict the reaction product. The product is: [CH3:1][O:2][C:3]1[CH:4]=[CH:5][C:6]2[O:11][CH2:10][CH:9]([C:12]3[CH:17]=[CH:16][CH:15]=[CH:14][CH:13]=3)[N:8]([CH2:18][CH2:19][NH:20][C:22](=[O:24])[CH3:23])[C:7]=2[CH:21]=1.